Dataset: Full USPTO retrosynthesis dataset with 1.9M reactions from patents (1976-2016). Task: Predict the reactants needed to synthesize the given product. Given the product [CH3:22][C:2]1[C:3]([C:16]2[CH:21]=[CH:20][CH:19]=[CH:18][CH:17]=2)=[N:4][C:5]2[C:10]([N:11]=1)=[CH:9][C:8]([C:12]([O:14][CH3:15])=[O:13])=[CH:7][CH:6]=2, predict the reactants needed to synthesize it. The reactants are: Cl[C:2]1[C:3]([C:16]2[CH:21]=[CH:20][CH:19]=[CH:18][CH:17]=2)=[N:4][C:5]2[C:10]([N:11]=1)=[CH:9][C:8]([C:12]([O:14][CH3:15])=[O:13])=[CH:7][CH:6]=2.[CH3:22]C(C1C=C(C(C)C)C(C2C=CC=CC=2P(C2CCCCC2)C2CCCCC2)=C(C(C)C)C=1)C.[Al](C)(C)C.